From a dataset of Full USPTO retrosynthesis dataset with 1.9M reactions from patents (1976-2016). Predict the reactants needed to synthesize the given product. (1) Given the product [Br:1][C:2]1[CH:3]=[CH:4][C:5]([C:8]2[N:9]=[C:10]([CH:13]3[CH2:15][CH2:14]3)[N:11]([CH3:16])[CH:12]=2)=[CH:6][CH:7]=1, predict the reactants needed to synthesize it. The reactants are: [Br:1][C:2]1[CH:7]=[CH:6][C:5]([C:8]2[N:9]=[C:10]([CH:13]3[CH2:15][CH2:14]3)[NH:11][CH:12]=2)=[CH:4][CH:3]=1.[C:16](=O)([O-])[O-].[Cs+].[Cs+].IC.O. (2) The reactants are: F[C:2]1[CH:9]=[CH:8][C:7]([N+:10]([O-:12])=[O:11])=[CH:6][C:3]=1[CH2:4][OH:5].[NH:13]1[CH2:18][CH2:17][O:16][CH2:15][CH2:14]1. Given the product [N:13]1([C:2]2[CH:9]=[CH:8][C:7]([N+:10]([O-:12])=[O:11])=[CH:6][C:3]=2[CH2:4][OH:5])[CH2:18][CH2:17][O:16][CH2:15][CH2:14]1, predict the reactants needed to synthesize it. (3) Given the product [F:19][C:16]1[CH:15]=[CH:14][C:13]([C:5]2[C:6]3=[N:7][CH:8]=[CH:9][CH:10]=[C:11]3[O:12][CH:4]=2)=[CH:18][CH:17]=1, predict the reactants needed to synthesize it. The reactants are: C([C:4]1[O:12][C:11]2[C:6](=[N:7][CH:8]=[CH:9][CH:10]=2)[C:5]=1[C:13]1[CH:18]=[CH:17][C:16]([F:19])=[CH:15][CH:14]=1)(O)=O. (4) Given the product [NH2:3][CH2:4][C:5]1[CH:6]=[C:7]([CH:12]=[CH:13][C:14]=1[O:15][CH2:16][CH2:17][N:18]1[CH2:23][CH2:22][O:21][CH2:20][CH2:19]1)[C:8]([O:10][CH3:11])=[O:9], predict the reactants needed to synthesize it. The reactants are: CO/[N:3]=[CH:4]/[C:5]1[CH:6]=[C:7]([CH:12]=[CH:13][C:14]=1[O:15][CH2:16][CH2:17][N:18]1[CH2:23][CH2:22][O:21][CH2:20][CH2:19]1)[C:8]([O:10][CH3:11])=[O:9].Cl. (5) Given the product [OH:18][C:12]1[CH:11]=[CH:10][C:9]2[CH:8]([C:19]3[CH:27]=[CH:26][CH:25]=[CH:24][C:20]=3[C:21]([O-:23])=[O:22])[C:7]3[C:16]([O:15][C:14]=2[CH:13]=1)=[CH:17][C:4]([OH:3])=[CH:5][CH:6]=3.[K+:2], predict the reactants needed to synthesize it. The reactants are: [OH-].[K+:2].[OH:3][C:4]1[CH:5]=[CH:6][C:7]2[CH:8]([C:19]3[CH:27]=[CH:26][CH:25]=[CH:24][C:20]=3[C:21]([OH:23])=[O:22])[C:9]3[C:14]([O:15][C:16]=2[CH:17]=1)=[CH:13][C:12]([OH:18])=[CH:11][CH:10]=3.